Dataset: Catalyst prediction with 721,799 reactions and 888 catalyst types from USPTO. Task: Predict which catalyst facilitates the given reaction. (1) Reactant: [CH3:1][C:2]1[CH:7]=[C:6]([CH3:8])[CH:5]=[C:4]([CH3:9])[C:3]=1[N:10]=[C:11]=[O:12].[NH2:13][C:14]1[CH:15]=[C:16]([C:35]2[CH:40]=[CH:39][CH:38]=[C:37]([F:41])[CH:36]=2)[CH:17]=[CH:18][C:19]=1[C:20]([NH:22][C@H:23]([C:31]([O:33][CH3:34])=[O:32])[C@@H:24]([CH3:30])[O:25][C:26]([CH3:29])([CH3:28])[CH3:27])=[O:21].CCCCCC.C(OCC)(=O)C. Product: [CH3:29][C:26]([O:25][C@H:24]([CH3:30])[C@@H:23]([C:31]([O:33][CH3:34])=[O:32])[NH:22][C:20]([C:19]1[CH:18]=[CH:17][C:16]([C:35]2[CH:40]=[CH:39][CH:38]=[C:37]([F:41])[CH:36]=2)=[CH:15][C:14]=1[NH:13][C:11]([NH:10][C:3]1[C:2]([CH3:1])=[CH:7][C:6]([CH3:8])=[CH:5][C:4]=1[CH3:9])=[O:12])=[O:21])([CH3:27])[CH3:28]. The catalyst class is: 17. (2) Reactant: O.[NH2:2][NH2:3].[F:4][C:5]1[CH:10]=[CH:9][C:8]([S:11][CH:12]([C:20](=O)[CH3:21])[C:13](=O)[C:14]([O:16][CH2:17][CH3:18])=[O:15])=[CH:7][CH:6]=1. Product: [F:4][C:5]1[CH:10]=[CH:9][C:8]([S:11][C:12]2[C:20]([CH3:21])=[N:2][NH:3][C:13]=2[C:14]([O:16][CH2:17][CH3:18])=[O:15])=[CH:7][CH:6]=1. The catalyst class is: 8. (3) Reactant: Br[C:2]1[CH:3]=[CH:4][C:5]([O:13][CH2:14][C:15]2[CH:20]=[CH:19][C:18]([O:21][CH2:22][C:23]3[N:24]=[C:25]([C:29]4[CH:34]=[CH:33][CH:32]=[CH:31][CH:30]=4)[O:26][C:27]=3[CH3:28])=[CH:17][CH:16]=2)=[C:6]([CH2:8][C:9]([O:11][CH3:12])=[O:10])[CH:7]=1.[C:35]1(B(O)O)[CH:40]=[CH:39][CH:38]=[CH:37][CH:36]=1.CO.C1(C)C=CC=CC=1. Product: [CH3:28][C:27]1[O:26][C:25]([C:29]2[CH:34]=[CH:33][CH:32]=[CH:31][CH:30]=2)=[N:24][C:23]=1[CH2:22][O:21][C:18]1[CH:19]=[CH:20][C:15]([CH2:14][O:13][C:5]2[CH:4]=[CH:3][C:2]([C:35]3[CH:40]=[CH:39][CH:38]=[CH:37][CH:36]=3)=[CH:7][C:6]=2[CH2:8][C:9]([O:11][CH3:12])=[O:10])=[CH:16][CH:17]=1. The catalyst class is: 535. (4) Reactant: [F:1][C:2]1[CH:9]=[CH:8][C:5]([CH:6]=[O:7])=[C:4]([O:10][CH3:11])[CH:3]=1.[BH4-].[Na+].O[N:15]1C(=O)C2=CC=CC=C2C1=O.C1(P(C2C=CC=CC=2)C2C=CC=CC=2)C=CC=CC=1.N(C(OC(C)C)=O)=NC(OC(C)C)=O.[ClH:59].O1CCOCC1. Product: [ClH:59].[F:1][C:2]1[CH:9]=[CH:8][C:5]([CH2:6][O:7][NH2:15])=[C:4]([O:10][CH3:11])[CH:3]=1. The catalyst class is: 200. (5) Reactant: F[C:2]1[CH:7]=[CH:6][CH:5]=[C:4]([F:8])[N:3]=1.[CH3:9][O:10][C:11]1[CH:18]=[CH:17][C:14]([CH2:15][NH2:16])=[CH:13][CH:12]=1.C(N(CC)C(C)C)(C)C. Product: [F:8][C:4]1[N:3]=[C:2]([NH:16][CH2:15][C:14]2[CH:17]=[CH:18][C:11]([O:10][CH3:9])=[CH:12][CH:13]=2)[CH:7]=[CH:6][CH:5]=1. The catalyst class is: 6.